From a dataset of Reaction yield outcomes from USPTO patents with 853,638 reactions. Predict the reaction yield, written as a fraction of the theoretical maximum amount of product (1.0 means a 100% yield; for example, 0.34 means a 34% yield). (1) The reactants are C([O:8][C:9]1[CH:29]=[CH:28][C:12]([O:13][CH2:14][CH2:15][C:16]2[N:17]=[C:18]([C:22]3[CH:27]=[CH:26][CH:25]=[CH:24][CH:23]=3)[O:19][C:20]=2[CH3:21])=[C:11]([CH:30]=[CH2:31])[CH:10]=1)C1C=CC=CC=1.[H][H]. The catalyst is C(O)C.[Pd]. The yield is 0.640. The product is [CH2:30]([C:11]1[CH:10]=[C:9]([OH:8])[CH:29]=[CH:28][C:12]=1[O:13][CH2:14][CH2:15][C:16]1[N:17]=[C:18]([C:22]2[CH:23]=[CH:24][CH:25]=[CH:26][CH:27]=2)[O:19][C:20]=1[CH3:21])[CH3:31]. (2) The product is [C:34]([O:33][C:31](=[O:32])[N:22]([CH2:21][C:19]1[S:20][C:15]2[C:14]([N:38]3[CH2:39][CH2:40][O:41][CH2:42][CH2:43]3)=[N:13][C:12]([C:7]3[CH:8]=[CH:9][CH:10]=[C:11]4[C:6]=3[CH:5]=[N:4][NH:3]4)=[N:17][C:16]=2[CH:18]=1)[CH2:23][CH2:24][CH2:25][C:26]([NH:1][OH:2])=[O:27])([CH3:36])([CH3:35])[CH3:37]. The reactants are [NH2:1][OH:2].[NH:3]1[C:11]2[C:6](=[C:7]([C:12]3[N:13]=[C:14]([N:38]4[CH2:43][CH2:42][O:41][CH2:40][CH2:39]4)[C:15]4[S:20][C:19]([CH2:21][N:22]([C:31]([O:33][C:34]([CH3:37])([CH3:36])[CH3:35])=[O:32])[CH2:23][CH2:24][CH2:25][C:26](OCC)=[O:27])=[CH:18][C:16]=4[N:17]=3)[CH:8]=[CH:9][CH:10]=2)[CH:5]=[N:4]1. The yield is 0.910. No catalyst specified. (3) The reactants are [CH2:1]([C:4]1[CH:9]=[CH:8][CH:7]=[CH:6][CH:5]=1)[CH:2]=[CH2:3].Br[C:11]1[CH:19]=[CH:18][C:14]([C:15]([OH:17])=[O:16])=[CH:13][CH:12]=1.CCN(CC)CC.C1(P(C2C=CC=CC=2)C2C=CC=CC=2)C=CC=CC=1. The catalyst is C([O-])(=O)C.[Pd+2].C([O-])(=O)C.C(#N)C. The product is [C:4]1([CH2:1][CH:2]=[CH:3][C:11]2[CH:19]=[CH:18][C:14]([C:15]([OH:17])=[O:16])=[CH:13][CH:12]=2)[CH:9]=[CH:8][CH:7]=[CH:6][CH:5]=1.[C:4]1([CH:1]=[CH:2][CH2:3][C:11]2[CH:19]=[CH:18][C:14]([C:15]([OH:17])=[O:16])=[CH:13][CH:12]=2)[CH:9]=[CH:8][CH:7]=[CH:6][CH:5]=1. The yield is 0.140.